This data is from Catalyst prediction with 721,799 reactions and 888 catalyst types from USPTO. The task is: Predict which catalyst facilitates the given reaction. (1) Reactant: C(O)(C(F)(F)F)=O.[Cl:8][C:9]1[S:13][CH:12]=[C:11]([C:14]2[O:18][N:17]=[C:16]([C@H:19]3[CH2:24][C@@H:23]4[C@@H:21]([CH2:22]4)[N:20]3C(OC(C)(C)C)=O)[CH:15]=2)[CH:10]=1. Product: [Cl:8][C:9]1[S:13][CH:12]=[C:11]([C:14]2[O:18][N:17]=[C:16]([C@H:19]3[CH2:24][C@@H:23]4[C@@H:21]([CH2:22]4)[NH:20]3)[CH:15]=2)[CH:10]=1. The catalyst class is: 2. (2) Reactant: [Br:1][C:2]1[CH:7]=[C:6]([F:8])[CH:5]=[CH:4][C:3]=1[C:9]1([CH2:22][O:23][CH2:24][C:25]2[CH:26]=[C:27]([C:35]3[CH:40]=[CH:39][C:38]([C:41]#[N:42])=[CH:37][CH:36]=3)[CH:28]=[C:29]([C:31]([F:34])([F:33])[F:32])[CH:30]=2)[CH2:14][CH2:13][N:12](C(OC(C)(C)C)=O)[CH2:11][CH2:10]1. Product: [Br:1][C:2]1[CH:7]=[C:6]([F:8])[CH:5]=[CH:4][C:3]=1[C:9]1([CH2:22][O:23][CH2:24][C:25]2[CH:26]=[C:27]([C:35]3[CH:40]=[CH:39][C:38]([C:41]#[N:42])=[CH:37][CH:36]=3)[CH:28]=[C:29]([C:31]([F:34])([F:32])[F:33])[CH:30]=2)[CH2:14][CH2:13][NH:12][CH2:11][CH2:10]1. The catalyst class is: 281. (3) The catalyst class is: 8. Reactant: [C:1]([C:3]1[CH:4]=[CH:5][C:6]([O:30][CH3:31])=[C:7]([S:9]([N:12]([CH2:24][C:25](OCC)=[O:26])[CH2:13][CH2:14][C:15]2[CH:20]=[CH:19][C:18]([CH:21]([CH3:23])[CH3:22])=[CH:17][CH:16]=2)(=[O:11])=[O:10])[CH:8]=1)#[N:2].[BH4-].[Na+].Cl. Product: [C:1]([C:3]1[CH:4]=[CH:5][C:6]([O:30][CH3:31])=[C:7]([S:9]([N:12]([CH2:24][CH2:25][OH:26])[CH2:13][CH2:14][C:15]2[CH:16]=[CH:17][C:18]([CH:21]([CH3:23])[CH3:22])=[CH:19][CH:20]=2)(=[O:11])=[O:10])[CH:8]=1)#[N:2]. (4) Reactant: [F:1][C:2]1[CH:7]=[CH:6][C:5]([C:8]([C:10]2[CH:11]=[N:12][CH:13]=[C:14]([C@@H:16]3[CH2:20][CH2:19][CH2:18][NH:17]3)[CH:15]=2)=[O:9])=[CH:4][CH:3]=1.[C:21]([O:25][C:26]([NH:28][C@@H:29]([CH2:33][CH2:34][CH2:35][CH2:36][NH:37][C:38]([O:40][CH2:41][CH:42]1[C:54]2[CH:53]=[CH:52][CH:51]=[CH:50][C:49]=2[C:48]2[C:43]1=[CH:44][CH:45]=[CH:46][CH:47]=2)=[O:39])[C:30](O)=[O:31])=[O:27])([CH3:24])([CH3:23])[CH3:22].C(N(C(C)C)C(C)C)C.N1(O)C2C=CC=CC=2N=N1. Product: [CH:44]1[C:43]2[CH:42]([CH2:41][O:40][C:38](=[O:39])[NH:37][CH2:36][CH2:35][CH2:34][CH2:33][C@H:29]([NH:28][C:26]([O:25][C:21]([CH3:23])([CH3:22])[CH3:24])=[O:27])[C:30]([N:17]3[CH2:18][CH2:19][CH2:20][C@H:16]3[C:14]3[CH:13]=[N:12][CH:11]=[C:10]([C:8](=[O:9])[C:5]4[CH:4]=[CH:3][C:2]([F:1])=[CH:7][CH:6]=4)[CH:15]=3)=[O:31])[C:54]3[C:49](=[CH:50][CH:51]=[CH:52][CH:53]=3)[C:48]=2[CH:47]=[CH:46][CH:45]=1. The catalyst class is: 39. (5) Reactant: [O:1]1[CH2:6][CH2:5][O:4][C:3]2[CH:7]=[C:8]([C:11]3[C:12]([CH3:19])=[C:13]([CH2:17][OH:18])[CH:14]=[CH:15][CH:16]=3)[CH:9]=[CH:10][C:2]1=2.[F:20][C:21]1[C:22](O)=[CH:23][C:24]([OH:29])=[C:25]([CH:28]=1)[CH:26]=[O:27].C1(P(C2C=CC=CC=2)C2C=CC=CC=2)C=CC=CC=1.N(C(OC(C)C)=O)=NC(OC(C)C)=O. Product: [O:1]1[CH2:6][CH2:5][O:4][C:3]2[CH:7]=[C:8]([C:11]3[C:12]([CH3:19])=[C:13]([CH:14]=[CH:15][CH:16]=3)[CH2:17][O:18][C:22]3[C:21]([F:20])=[CH:28][C:25]([CH:26]=[O:27])=[C:24]([OH:29])[CH:23]=3)[CH:9]=[CH:10][C:2]1=2. The catalyst class is: 1. (6) Reactant: Cl[C:2]1[C:9]([N+:10]([O-:12])=[O:11])=[CH:8][CH:7]=[C:6]([Cl:13])[C:3]=1[C:4]#[N:5].[CH3:14][NH2:15].O.CCCCCC. Product: [Cl:13][C:6]1[C:3]([C:4]#[N:5])=[C:2]([NH:15][CH3:14])[C:9]([N+:10]([O-:12])=[O:11])=[CH:8][CH:7]=1. The catalyst class is: 25.